From a dataset of Full USPTO retrosynthesis dataset with 1.9M reactions from patents (1976-2016). Predict the reactants needed to synthesize the given product. (1) The reactants are: C(OC(=O)[N:7]([CH3:25])[C:8]1[C:9]2[N:10]([C:14]([C:17]3[CH:22]=[CH:21][N:20]=[C:19](SC)[N:18]=3)=[CH:15][N:16]=2)[CH:11]=[CH:12][N:13]=1)(C)(C)C.[NH2:27][CH:28]1[CH2:33][CH2:32][O:31][CH2:30][CH2:29]1. Given the product [CH3:25][NH:7][C:8]1[C:9]2[N:10]([C:14]([C:17]3[CH:22]=[CH:21][N:20]=[C:19]([NH:27][CH:28]4[CH2:33][CH2:32][O:31][CH2:30][CH2:29]4)[N:18]=3)=[CH:15][N:16]=2)[CH:11]=[CH:12][N:13]=1, predict the reactants needed to synthesize it. (2) Given the product [Cl:1][C:2]1[CH:3]=[C:4]2[C:9](=[CH:10][CH:11]=1)[C:8]([CH3:12])([CH3:13])[C:7](=[O:14])[C:6]([C:15]([NH:26][CH2:25][C:24]([O:23][CH3:22])=[O:27])=[O:16])=[C:5]2[OH:20], predict the reactants needed to synthesize it. The reactants are: [Cl:1][C:2]1[CH:3]=[C:4]2[C:9](=[CH:10][CH:11]=1)[C:8]([CH3:13])([CH3:12])[C:7](=[O:14])[C:6]([C:15](OCC)=[O:16])=[C:5]2[OH:20].Cl.[CH3:22][O:23][C:24](=[O:27])[CH2:25][NH2:26].CN1CCCC1=O. (3) Given the product [Cl:1][C:2]1[C:3]([C:23]#[C:24][C:25]2[CH:30]=[CH:29][CH:28]=[CH:27][C:26]=2[F:31])=[CH:4][C:5]2[N:9]=[C:8]([O:10][C:11]3[CH:12]=[CH:13][C:14]([CH3:21])=[C:15]([CH:20]=3)[C:16]([OH:18])=[O:17])[NH:7][C:6]=2[CH:22]=1, predict the reactants needed to synthesize it. The reactants are: [Cl:1][C:2]1[C:3]([C:23]#[C:24][C:25]2[CH:30]=[CH:29][CH:28]=[CH:27][C:26]=2[F:31])=[CH:4][C:5]2[N:9]=[C:8]([O:10][C:11]3[CH:12]=[CH:13][C:14]([CH3:21])=[C:15]([CH:20]=3)[C:16]([O:18]C)=[O:17])[NH:7][C:6]=2[CH:22]=1.[OH-].[Na+]. (4) Given the product [F:42][C:43]([F:48])([F:47])[C:44]([OH:46])=[O:45].[Cl:40][C:21]1[C:22](=[O:39])[N:23]([CH2:24][CH2:25][C:26]2[CH:27]=[CH:28][C:29]([C:30]([OH:32])=[O:31])=[CH:37][CH:38]=2)[C:18]([CH2:17][NH:8][C:9]2[CH:14]=[C:13]([CH2:15][CH3:16])[CH:12]=[CH:11][N:10]=2)=[C:19]([Cl:41])[CH:20]=1, predict the reactants needed to synthesize it. The reactants are: C(OC([N:8]([CH2:17][C:18]1[N:23]([CH2:24][CH2:25][C:26]2[CH:38]=[CH:37][C:29]([C:30]([O:32]C(C)(C)C)=[O:31])=[CH:28][CH:27]=2)[C:22](=[O:39])[C:21]([Cl:40])=[CH:20][C:19]=1[Cl:41])[C:9]1[CH:14]=[C:13]([CH2:15][CH3:16])[CH:12]=[CH:11][N:10]=1)=O)(C)(C)C.[F:42][C:43]([F:48])([F:47])[C:44]([OH:46])=[O:45]. (5) Given the product [CH2:2]1[C:3]2([CH2:7][CH:6]([O:13][C:14]3[CH:23]=[C:22]4[C:17]([C:18]([O:24][C:25]5[CH:26]=[CH:27][C:28]([NH:31][C:32]([C:34]6[C:35](=[O:47])[N:36]([C:41]7[CH:42]=[CH:43][CH:44]=[CH:45][CH:46]=7)[N:37]([CH3:40])[C:38]=6[CH3:39])=[O:33])=[N:29][CH:30]=5)=[CH:19][CH:20]=[N:21]4)=[CH:16][CH:15]=3)[CH2:5][O:4]2)[CH2:1]1, predict the reactants needed to synthesize it. The reactants are: [CH2:1]1[C:3]2([CH2:7][CH:6](CS([O-])(=O)=O)[CH2:5][O:4]2)[CH2:2]1.[OH:13][C:14]1[CH:23]=[C:22]2[C:17]([C:18]([O:24][C:25]3[CH:26]=[CH:27][C:28]([NH:31][C:32]([C:34]4[C:35](=[O:47])[N:36]([C:41]5[CH:46]=[CH:45][CH:44]=[CH:43][CH:42]=5)[N:37]([CH3:40])[C:38]=4[CH3:39])=[O:33])=[N:29][CH:30]=3)=[CH:19][CH:20]=[N:21]2)=[CH:16][CH:15]=1.C(=O)([O-])[O-].[Cs+].[Cs+]. (6) The reactants are: [CH2:1]([O:8][C:9]1[CH:10]=[C:11]([CH:26]=[CH:27][CH:28]=1)[CH2:12][N:13]1[CH2:18][CH2:17][N:16](C(OC(C)(C)C)=O)[CH2:15][CH2:14]1)[C:2]1[CH:7]=[CH:6][CH:5]=[CH:4][CH:3]=1.[ClH:29].CCOC(C)=O. Given the product [ClH:29].[CH2:1]([O:8][C:9]1[CH:10]=[C:11]([CH:26]=[CH:27][CH:28]=1)[CH2:12][N:13]1[CH2:14][CH2:15][NH:16][CH2:17][CH2:18]1)[C:2]1[CH:3]=[CH:4][CH:5]=[CH:6][CH:7]=1, predict the reactants needed to synthesize it. (7) Given the product [F:21][C:18]1[CH:19]=[CH:20][C:15]([N:12]2[C:13]3[C:9](=[C:8]([C:22](=[O:36])[NH:23][CH2:24][C:25]4[CH:30]=[CH:29][C:28]([S:31](=[O:34])(=[O:35])[NH:32][CH3:33])=[CH:27][CH:26]=4)[CH:7]=[C:6]([C:4]([OH:5])=[O:3])[CH:14]=3)[CH:10]=[N:11]2)=[CH:16][CH:17]=1, predict the reactants needed to synthesize it. The reactants are: C([O:3][C:4]([C:6]1[CH:14]=[C:13]2[C:9]([CH:10]=[N:11][N:12]2[C:15]2[CH:20]=[CH:19][C:18]([F:21])=[CH:17][CH:16]=2)=[C:8]([C:22](=[O:36])[NH:23][CH2:24][C:25]2[CH:30]=[CH:29][C:28]([S:31](=[O:35])(=[O:34])[NH:32][CH3:33])=[CH:27][CH:26]=2)[CH:7]=1)=[O:5])C.[OH-].[K+].Cl.